Dataset: Reaction yield outcomes from USPTO patents with 853,638 reactions. Task: Predict the reaction yield, written as a fraction of the theoretical maximum amount of product (1.0 means a 100% yield; for example, 0.34 means a 34% yield). (1) The reactants are [CH3:1][O:2][C:3](=[O:62])[NH:4][CH:5]([C:9]([N:11]1[CH:17]([C:18]2[NH:19][C:20]([C:23]3[CH:28]=[CH:27][C:26]([C:29]4[CH:38]=[CH:37][C:36]5[C:31](=[CH:32][CH:33]=[C:34]([C:39]6[NH:40][C:41]([CH:44]7[CH:49]8[CH2:50][CH:46]([CH2:47][CH2:48]8)[N:45]7[C:51](=[O:61])[CH:52]([CH:58]7[CH2:60][CH2:59]7)[NH:53][C:54]([O:56][CH3:57])=[O:55])=[N:42][CH:43]=6)[CH:35]=5)[CH:30]=4)=[CH:25][CH:24]=3)=[CH:21][N:22]=2)[CH2:16][C:13]2([CH2:15][CH2:14]2)[CH2:12]1)=[O:10])[CH:6]([CH3:8])[CH3:7].COC(NC(C(C)C)C(O)=O)=O. The yield is 0.650. No catalyst specified. The product is [CH3:57][O:56][C:54](=[O:55])[NH:53][CH:52]([C:51]([N:45]1[CH:44]([C:41]2[NH:40][C:39]([C:34]3[CH:33]=[CH:32][C:31]4[C:36](=[CH:37][CH:38]=[C:29]([C:26]5[CH:25]=[CH:24][C:23]([C:20]6[NH:19][C:18]([CH:17]7[CH2:16][C:13]8([CH2:14][CH2:15]8)[CH2:12][N:11]7[C:9](=[O:10])[CH:5]([NH:4][C:3]([O:2][CH3:1])=[O:62])[CH:6]([CH3:8])[CH3:7])=[N:22][CH:21]=6)=[CH:28][CH:27]=5)[CH:30]=4)[CH:35]=3)=[CH:43][N:42]=2)[CH:49]2[CH2:50][CH:46]1[CH2:47][CH2:48]2)=[O:61])[CH:58]([CH3:59])[CH3:60]. (2) The reactants are [Cl:1][C:2]1[CH:10]=[CH:9][C:5]([C:6]([OH:8])=[O:7])=[CH:4][C:3]=1[N:11]1[C:20](=[O:21])[C:19]2[CH:22]=[C:23]([NH2:25])[CH:24]=[C:17]3[C:18]=2[C:13](=[CH:14][C:15]([NH2:26])=[CH:16]3)[C:12]1=[O:27].CN([CH:31]=[O:32])C.N1C=CC=C[CH:34]=1.[C:39](Cl)(=[O:41])[CH3:40]. The catalyst is O.CO.CCOC(C)=O. The product is [C:39]([NH:26][C:15]1[CH:16]=[C:17]2[CH:24]=[C:23]([NH:25][C:31](=[O:32])[CH3:34])[CH:22]=[C:19]3[C:18]2=[C:13]([CH:14]=1)[C:12](=[O:27])[N:11]([C:3]1[CH:4]=[C:5]([CH:9]=[CH:10][C:2]=1[Cl:1])[C:6]([OH:8])=[O:7])[C:20]3=[O:21])(=[O:41])[CH3:40]. The yield is 0.680. (3) The reactants are [Cl:1][C:2]1[C:3]([NH:19][CH2:20][CH2:21][C:22]2[CH:27]=[CH:26][CH:25]=[C:24]([O:28]C)[CH:23]=2)=[N:4][C:5]([NH:8][C:9]2[CH:10]=[C:11]([CH2:15][CH2:16][CH2:17]O)[CH:12]=[CH:13][CH:14]=2)=[N:6][CH:7]=1.B(Br)(Br)[Br:31].C([O-])([O-])=O.[Na+].[Na+]. The catalyst is C(Cl)Cl.C(=O)=O. The product is [Br:31][CH2:17][CH2:16][CH2:15][C:11]1[CH:10]=[C:9]([NH:8][C:5]2[N:4]=[C:3]([NH:19][CH2:20][CH2:21][C:22]3[CH:23]=[C:24]([OH:28])[CH:25]=[CH:26][CH:27]=3)[C:2]([Cl:1])=[CH:7][N:6]=2)[CH:14]=[CH:13][CH:12]=1. The yield is 0.960. (4) The reactants are [CH3:1][C:2]1[C:16](=[O:17])[N:15]=[C:14]2[N:4]([C@@H:5]3[O:9][C@H:8]([CH2:10][OH:11])[C@@H:7]([OH:12])[C@@H:6]3[O:13]2)[CH:3]=1.[CH3:18][O:19][CH2:20][CH2:21][O:22]B([O:22][CH2:21][CH2:20][O:19][CH3:18])[O:22][CH2:21][CH2:20][O:19][CH3:18]. The catalyst is COCCO. The product is [CH3:18][O:19][CH2:20][CH2:21][O:22][C@@H:6]1[C@H:7]([OH:12])[C@@H:8]([CH2:10][OH:11])[O:9][C@H:5]1[N:4]1[CH:3]=[C:2]([CH3:1])[C:16](=[O:17])[NH:15][C:14]1=[O:13]. The yield is 0.630. (5) The reactants are [C:1]([C:3]1[NH:7][C:6]([C:8]2[CH:13]=[CH:12][C:11]([NH:14][S:15]([CH2:18][CH3:19])(=[O:17])=[O:16])=[CH:10][CH:9]=2)=[CH:5][CH:4]=1)#[N:2].[CH3:20][C:21](C)([O-])[CH3:22].[K+].C(Br)C=C. No catalyst specified. The product is [CH2:22]([N:7]1[C:3]([C:1]#[N:2])=[CH:4][CH:5]=[C:6]1[C:8]1[CH:9]=[CH:10][C:11]([NH:14][S:15]([CH2:18][CH3:19])(=[O:17])=[O:16])=[CH:12][CH:13]=1)[CH:21]=[CH2:20]. The yield is 0.0630.